This data is from Full USPTO retrosynthesis dataset with 1.9M reactions from patents (1976-2016). The task is: Predict the reactants needed to synthesize the given product. Given the product [CH3:10][O:11][C:12]1[CH:17]=[CH:16][C:15]([C:18]#[C:19][C:2]2[CH:9]=[CH:8][CH:7]=[CH:6][C:3]=2[CH:4]=[O:5])=[CH:14][CH:13]=1, predict the reactants needed to synthesize it. The reactants are: Br[C:2]1[CH:9]=[CH:8][CH:7]=[CH:6][C:3]=1[CH:4]=[O:5].[CH3:10][O:11][C:12]1[CH:17]=[CH:16][C:15]([C:18]#[CH:19])=[CH:14][CH:13]=1.